Predict which catalyst facilitates the given reaction. From a dataset of Catalyst prediction with 721,799 reactions and 888 catalyst types from USPTO. (1) Reactant: [F:1][C:2]([F:42])([F:41])[C:3]1[CH:4]=[C:5]([CH:34]=[C:35]([C:37]([F:40])([F:39])[F:38])[CH:36]=1)[CH2:6][N:7]1[C:11]([N:12]2[CH2:17][CH2:16][O:15][CH2:14][CH2:13]2)=[C:10]([C:18]([C:20]2[C:21]([C:27]3[CH:32]=[CH:31][CH:30]=[CH:29][C:28]=3[Cl:33])=[N:22][O:23][C:24]=2[CH2:25]Cl)=[O:19])[N:9]=[N:8]1.C(N(CC)CC)C.[NH:50]1[CH2:55][CH2:54][O:53][CH2:52][CH2:51]1. Product: [F:38][C:37]([F:39])([F:40])[C:35]1[CH:34]=[C:5]([CH:4]=[C:3]([C:2]([F:41])([F:1])[F:42])[CH:36]=1)[CH2:6][N:7]1[C:11]([N:12]2[CH2:13][CH2:14][O:15][CH2:16][CH2:17]2)=[C:10]([C:18]([C:20]2[C:21]([C:27]3[CH:32]=[CH:31][CH:30]=[CH:29][C:28]=3[Cl:33])=[N:22][O:23][C:24]=2[CH2:25][N:50]2[CH2:55][CH2:54][O:53][CH2:52][CH2:51]2)=[O:19])[N:9]=[N:8]1. The catalyst class is: 4. (2) Reactant: Cl.C(N=C=NCCCN(C)C)C.[Cl:13][CH2:14][C:15]1[CH:23]=[CH:22][C:18]([C:19]([OH:21])=O)=[CH:17][CH:16]=1.Cl.[CH3:25][O:26][C:27]([C:29]1([NH2:35])[CH2:34][CH2:33][CH2:32][CH2:31][CH2:30]1)=[O:28].C(N(CC)CC)C.ON1C2C=CC=CC=2N=N1. Product: [CH3:25][O:26][C:27]([C:29]1([NH:35][C:19]([C:18]2[CH:17]=[CH:16][C:15]([CH2:14][Cl:13])=[CH:23][CH:22]=2)=[O:21])[CH2:30][CH2:31][CH2:32][CH2:33][CH2:34]1)=[O:28]. The catalyst class is: 2.